Predict the reactants needed to synthesize the given product. From a dataset of Full USPTO retrosynthesis dataset with 1.9M reactions from patents (1976-2016). (1) Given the product [C:13]([O:17][C:18]([N:20]1[CH2:25][CH2:24][CH:23]([C:26]([C:8]2[CH:7]=[CH:6][C:5]3[O:1][CH2:2][O:3][C:4]=3[CH:9]=2)=[O:27])[CH2:22][CH2:21]1)=[O:19])([CH3:16])([CH3:15])[CH3:14], predict the reactants needed to synthesize it. The reactants are: [O:1]1[C:5]2[CH:6]=[CH:7][C:8](B(O)O)=[CH:9][C:4]=2[O:3][CH2:2]1.[C:13]([O:17][C:18]([N:20]1[CH2:25][CH2:24][CH:23]([C:26](SC2C=CC=CC=2)=[O:27])[CH2:22][CH2:21]1)=[O:19])([CH3:16])([CH3:15])[CH3:14]. (2) Given the product [C:19]1([C:17]([N:14]2[CH2:15][CH2:16][N:11]([C:8]3[CH:9]=[CH:10][C:5]([O:4][CH2:3][CH2:2][N:25]4[CH2:30][CH2:29][CH2:28][CH2:27][CH2:26]4)=[CH:6][CH:7]=3)[CH2:12][CH2:13]2)=[O:18])[CH:24]=[CH:23][CH:22]=[CH:21][CH:20]=1, predict the reactants needed to synthesize it. The reactants are: Br[CH2:2][CH2:3][O:4][C:5]1[CH:10]=[CH:9][C:8]([N:11]2[CH2:16][CH2:15][N:14]([C:17]([C:19]3[CH:24]=[CH:23][CH:22]=[CH:21][CH:20]=3)=[O:18])[CH2:13][CH2:12]2)=[CH:7][CH:6]=1.[NH:25]1[CH2:30][CH2:29][CH2:28][CH2:27][CH2:26]1. (3) Given the product [Br:1][C:2]1[C:3]2[O:9][C:11]([C:12]([OH:14])=[O:13])=[CH:17][C:4]=2[CH:5]=[C:6]([F:8])[CH:7]=1, predict the reactants needed to synthesize it. The reactants are: [Br:1][C:2]1[CH:7]=[C:6]([F:8])[CH:5]=[CH:4][C:3]=1[OH:9].F[C:11](F)(F)[C:12]([OH:14])=[O:13].[CH2:17]1N2CN3CN(C2)CN1C3.S(=O)(=O)(O)O.C(=O)([O-])[O-].[K+].[K+].ClCC(OC)=O.[OH-].[K+]. (4) Given the product [CH:1]1([N:5]2[CH2:11][CH2:10][C:9]3[CH:12]=[CH:13][C:14]([CH:16]4[CH2:21][CH2:20][N:19]([C:22]5[N:23]=[CH:24][C:25]([C:28]([Cl:34])=[O:30])=[N:26][CH:27]=5)[CH2:18][CH2:17]4)=[CH:15][C:8]=3[CH2:7][CH2:6]2)[CH2:4][CH2:3][CH2:2]1, predict the reactants needed to synthesize it. The reactants are: [CH:1]1([N:5]2[CH2:11][CH2:10][C:9]3[CH:12]=[CH:13][C:14]([CH:16]4[CH2:21][CH2:20][N:19]([C:22]5[N:23]=[CH:24][C:25]([C:28]([OH:30])=O)=[N:26][CH:27]=5)[CH2:18][CH2:17]4)=[CH:15][C:8]=3[CH2:7][CH2:6]2)[CH2:4][CH2:3][CH2:2]1.C(Cl)(=O)C([Cl:34])=O. (5) The reactants are: C([O:4][C:5]1[CH:25]=[CH:24][C:8]([C:9]2[CH2:10][O:11][C:12]3[C:17]([CH:18]=2)=[CH:16][CH:15]=[C:14]([O:19]C(=O)C)[C:13]=3[Br:23])=[CH:7][CH:6]=1)(=O)C.[OH-].[K+].C(O)(=O)C.O. Given the product [OH:4][C:5]1[CH:6]=[CH:7][C:8]([C:9]2[CH2:10][O:11][C:12]3[C:17]([CH:18]=2)=[CH:16][CH:15]=[C:14]([OH:19])[C:13]=3[Br:23])=[CH:24][CH:25]=1, predict the reactants needed to synthesize it. (6) Given the product [Br:1][C:2]1[CH:3]=[C:4]([N+:9]([O-:11])=[O:10])[C:5]([O:23][CH2:21][CH3:22])=[N:6][CH:7]=1, predict the reactants needed to synthesize it. The reactants are: [Br:1][C:2]1[CH:3]=[C:4]([N+:9]([O-:11])=[O:10])[C:5](Cl)=[N:6][CH:7]=1.N12[CH2:22][CH2:21]CN=C1CCCCC2.[OH2:23]. (7) Given the product [NH:6]1[C:5]2[CH:9]=[CH:10][C:2]([N:1]3[CH:19]([C:20]4[CH:21]=[CH:22][CH:23]=[CH:24][CH:25]=4)[C:30](=[O:28])[NH:31][C:11]3=[O:18])=[CH:3][C:4]=2[N:8]=[CH:7]1, predict the reactants needed to synthesize it. The reactants are: [NH2:1][C:2]1[CH:10]=[CH:9][C:5]2[N:6]=[CH:7][NH:8][C:4]=2[CH:3]=1.[CH:11](=[O:18])C1C=CC=CC=1.[CH2:19]([N+]#[C-])[C:20]1[CH:25]=[CH:24][CH:23]=[CH:22][CH:21]=1.[O:28]([C:30]#[N:31])[K].